The task is: Predict which catalyst facilitates the given reaction.. This data is from Catalyst prediction with 721,799 reactions and 888 catalyst types from USPTO. (1) Reactant: [CH3:1][O:2][C:3]([C:5]1[S:9][C:8]2[CH:10]=[C:11](Cl)[CH:12]=[CH:13][C:7]=2[C:6]=1[O:15][CH2:16][C:17]([O:19][C:20]([CH3:23])([CH3:22])[CH3:21])=[O:18])=[O:4].[OH:24][C:25]1[CH:26]=[C:27](B(O)O)[CH:28]=[CH:29][CH:30]=1.[F-].[K+]. Product: [CH3:1][O:2][C:3]([C:5]1[S:9][C:8]2[CH:10]=[C:11]([C:29]3[CH:28]=[CH:27][CH:26]=[C:25]([OH:24])[CH:30]=3)[CH:12]=[CH:13][C:7]=2[C:6]=1[O:15][CH2:16][C:17]([O:19][C:20]([CH3:23])([CH3:22])[CH3:21])=[O:18])=[O:4]. The catalyst class is: 110. (2) Reactant: Cl[CH2:2][C:3](Cl)=[O:4].[CH3:6][C@@H:7]([O:11][C:12]1[CH:21]=[CH:20][CH:19]=[C:18]2[C:13]=1[C:14]([NH:22][C:23]1[CH:28]=[CH:27][C:26]([O:29][C:30]3[CH:31]=[N:32][C:33]([CH3:36])=[CH:34][CH:35]=3)=[C:25]([CH3:37])[CH:24]=1)=[N:15][CH:16]=[N:17]2)[CH2:8][NH:9][CH3:10].C[CH2:39][N:40](C(C)C)[CH:41](C)C.CNC. Product: [CH3:10][N:9]([CH2:8][C@H:7]([O:11][C:12]1[CH:21]=[CH:20][CH:19]=[C:18]2[C:13]=1[C:14]([NH:22][C:23]1[CH:28]=[CH:27][C:26]([O:29][C:30]3[CH:31]=[N:32][C:33]([CH3:36])=[CH:34][CH:35]=3)=[C:25]([CH3:37])[CH:24]=1)=[N:15][CH:16]=[N:17]2)[CH3:6])[C:3](=[O:4])[CH2:2][N:40]([CH3:41])[CH3:39]. The catalyst class is: 168. (3) Reactant: [CH2:1]([N:8]1[CH2:13][CH2:12][N:11]([C:14]([C:16]2[CH:20]=[C:19]([CH3:21])[N:18]([C:22]3[CH:27]=[CH:26][CH:25]=[CH:24][CH:23]=3)[C:17]=2[C:28]2[CH:33]=[CH:32][CH:31]=[CH:30][CH:29]=2)=[O:15])[CH:10]([CH2:34][C:35]2[CH:40]=[CH:39][C:38]([OH:41])=[CH:37][CH:36]=2)[CH2:9]1)[C:2]1[CH:7]=[CH:6][CH:5]=[CH:4][CH:3]=1.C(=O)([O-])[O-].[K+].[K+].[F:48][C:49]([F:64])([F:63])[S:50](OC1C=CC([N+]([O-])=O)=CC=1)(=[O:52])=[O:51].O. Product: [F:48][C:49]([F:64])([F:63])[S:50]([O:41][C:38]1[CH:39]=[CH:40][C:35]([CH2:34][CH:10]2[CH2:9][N:8]([CH2:1][C:2]3[CH:3]=[CH:4][CH:5]=[CH:6][CH:7]=3)[CH2:13][CH2:12][N:11]2[C:14]([C:16]2[CH:20]=[C:19]([CH3:21])[N:18]([C:22]3[CH:27]=[CH:26][CH:25]=[CH:24][CH:23]=3)[C:17]=2[C:28]2[CH:29]=[CH:30][CH:31]=[CH:32][CH:33]=2)=[O:15])=[CH:36][CH:37]=1)(=[O:52])=[O:51]. The catalyst class is: 3. (4) Reactant: Br[SiH3].[F:3][C:4]([F:22])([C:15]([F:21])([F:20])[C:16]([F:19])([F:18])[F:17])[CH2:5][CH2:6][Si:7](Br)([CH:11]([CH3:13])[CH3:12])[CH:8]([CH3:10])[CH3:9].[C:23]([Mg]Br)#[CH:24]. Product: [F:3][C:4]([F:22])([C:15]([F:21])([F:20])[C:16]([F:19])([F:18])[F:17])[CH2:5][CH2:6][Si:7]([C:23]#[CH:24])([CH:11]([CH3:13])[CH3:12])[CH:8]([CH3:10])[CH3:9]. The catalyst class is: 1. (5) Reactant: C([O:5][C:6](=[O:26])[C:7]1[CH:12]=[C:11]([CH3:13])[C:10]([O:14][CH2:15][C@@H:16]([OH:23])[CH2:17][NH:18][C:19](=[O:22])[CH2:20][OH:21])=[C:9]([CH2:24][CH3:25])[CH:8]=1)(C)(C)C. Product: [CH2:24]([C:9]1[CH:8]=[C:7]([CH:12]=[C:11]([CH3:13])[C:10]=1[O:14][CH2:15][C@@H:16]([OH:23])[CH2:17][NH:18][C:19](=[O:22])[CH2:20][OH:21])[C:6]([OH:26])=[O:5])[CH3:25]. The catalyst class is: 157.